Dataset: Peptide-MHC class I binding affinity with 185,985 pairs from IEDB/IMGT. Task: Regression. Given a peptide amino acid sequence and an MHC pseudo amino acid sequence, predict their binding affinity value. This is MHC class I binding data. (1) The MHC is HLA-A11:01 with pseudo-sequence HLA-A11:01. The binding affinity (normalized) is 0. The peptide sequence is RIRQGLERA. (2) The peptide sequence is RILAYGPCL. The MHC is HLA-A02:11 with pseudo-sequence HLA-A02:11. The binding affinity (normalized) is 0.692. (3) The peptide sequence is HYDAPVFPI. The MHC is HLA-B07:02 with pseudo-sequence HLA-B07:02. The binding affinity (normalized) is 0.0847. (4) The peptide sequence is GTEKLTITY. The MHC is HLA-B58:01 with pseudo-sequence HLA-B58:01. The binding affinity (normalized) is 0.0847. (5) The peptide sequence is QLFKYVPSA. The MHC is HLA-A68:02 with pseudo-sequence HLA-A68:02. The binding affinity (normalized) is 0.317.